The task is: Predict the reactants needed to synthesize the given product.. This data is from Full USPTO retrosynthesis dataset with 1.9M reactions from patents (1976-2016). Given the product [C:38]([O:37][C:23]([NH:19][CH2:18][CH2:17][C:15]1[N:16]=[C:12](/[CH:4]=[CH:5]/[C:6]2[CH:7]=[CH:8][CH:9]=[CH:10][CH:11]=2)[O:13][CH:14]=1)=[O:24])([CH3:41])([CH3:40])[CH3:39], predict the reactants needed to synthesize it. The reactants are: O.NN.[CH:4](/[C:12]1[O:13][CH:14]=[C:15]([CH2:17][CH2:18][N:19]2[C:23](=[O:24])C3=CC=CC=C3C2=O)[N:16]=1)=[CH:5]\[C:6]1[CH:11]=[CH:10][CH:9]=[CH:8][CH:7]=1.C(=O)([O-])O.[Na+].C(OC([O:37][C:38]([CH3:41])([CH3:40])[CH3:39])=O)([O:37][C:38]([CH3:41])([CH3:40])[CH3:39])=O.